This data is from Reaction yield outcomes from USPTO patents with 853,638 reactions. The task is: Predict the reaction yield, written as a fraction of the theoretical maximum amount of product (1.0 means a 100% yield; for example, 0.34 means a 34% yield). (1) The reactants are [NH2:1][C:2]1[CH:3]=[C:4]([C:12]2[CH:17]=[CH:16][CH:15]=[CH:14][CH:13]=2)[CH:5]=[C:6]([O:10][CH3:11])[C:7]=1[C:8]#[N:9].[OH-:18].[K+].Cl. The catalyst is CCO. The product is [NH2:1][C:2]1[CH:3]=[C:4]([C:12]2[CH:17]=[CH:16][CH:15]=[CH:14][CH:13]=2)[CH:5]=[C:6]([O:10][CH3:11])[C:7]=1[C:8]([NH2:9])=[O:18]. The yield is 0.400. (2) The reactants are [CH3:1][O:2][C:3]1[CH:8]=[CH:7][C:6]([S:9]([N:12]2[CH2:17][CH2:16][N:15]([CH:18]([C:20]3[N:29]([CH3:30])[C:28](=[O:31])[C:27]4[C:22](=[CH:23][CH:24]=[C:25]([N+:32]([O-])=O)[CH:26]=4)[N:21]=3)[CH3:19])[CH2:14][CH2:13]2)(=[O:11])=[O:10])=[CH:5][CH:4]=1. The catalyst is [Cl-].[Cl-].[Zn+2].C(O)C. The product is [NH2:32][C:25]1[CH:26]=[C:27]2[C:22](=[CH:23][CH:24]=1)[N:21]=[C:20]([CH:18]([N:15]1[CH2:14][CH2:13][N:12]([S:9]([C:6]3[CH:7]=[CH:8][C:3]([O:2][CH3:1])=[CH:4][CH:5]=3)(=[O:11])=[O:10])[CH2:17][CH2:16]1)[CH3:19])[N:29]([CH3:30])[C:28]2=[O:31]. The yield is 0.819. (3) The reactants are [C:1]([CH:5]1[CH2:13][C:12]2[C:7](=[CH:8][C:9]([N+:14]([O-:16])=[O:15])=[CH:10][CH:11]=2)[NH:6]1)([CH3:4])([CH3:3])[CH3:2].C(C1C(=O)C(Cl)=C(Cl)C(=O)C=1C#N)#N. The catalyst is O1CCOCC1. The product is [C:1]([C:5]1[NH:6][C:7]2[C:12]([CH:13]=1)=[CH:11][CH:10]=[C:9]([N+:14]([O-:16])=[O:15])[CH:8]=2)([CH3:4])([CH3:2])[CH3:3]. The yield is 0.800. (4) The reactants are [OH:1][C:2]1[CH:11]=[CH:10][C:5]2[NH:6][C:7](=[O:9])[O:8][C:4]=2[CH:3]=1.N1C=CN=[CH:13]1.Cl[Si:18]([C:21]([CH3:24])([CH3:23])[CH3:22])([CH3:20])[CH3:19].[H-].[Na+].IC. The catalyst is CN(C)C=O.C(OCC)(=O)C. The product is [Si:18]([O:1][C:2]1[CH:11]=[CH:10][C:5]2[N:6]([CH3:13])[C:7](=[O:9])[O:8][C:4]=2[CH:3]=1)([C:21]([CH3:24])([CH3:23])[CH3:22])([CH3:20])[CH3:19]. The yield is 0.720. (5) The product is [I:1][C:2]1[CH:3]=[C:4]([C:5]2[O:6][C:12](=[O:13])[NH:8][N:7]=2)[CH:9]=[CH:10][CH:11]=1. The yield is 0.710. The reactants are [I:1][C:2]1[CH:3]=[C:4]([CH:9]=[CH:10][CH:11]=1)[C:5]([NH:7][NH2:8])=[O:6].[C:12](N1C=CN=C1)(N1C=CN=C1)=[O:13].Cl.O. The catalyst is C1COCC1. (6) The reactants are [C:1]1([P:7]([C:14]2[CH:19]=[CH:18][CH:17]=[CH:16][CH:15]=2)[C:8]2[CH:13]=[CH:12][CH:11]=[CH:10][CH:9]=2)[CH:6]=[CH:5][CH:4]=[CH:3][CH:2]=1.[N+:20]([C:23]1[CH:30]=[CH:29][C:26]([CH2:27][Br:28])=[CH:25][CH:24]=1)([O-:22])=[O:21]. The catalyst is C(Cl)Cl. The product is [Br-:28].[N+:20]([C:23]1[CH:30]=[CH:29][C:26]([CH2:27][P+:7]([C:1]2[CH:2]=[CH:3][CH:4]=[CH:5][CH:6]=2)([C:8]2[CH:13]=[CH:12][CH:11]=[CH:10][CH:9]=2)[C:14]2[CH:15]=[CH:16][CH:17]=[CH:18][CH:19]=2)=[CH:25][CH:24]=1)([O-:22])=[O:21]. The yield is 0.950. (7) The reactants are [NH2:1][C:2]1[CH:3]=[C:4]([C:9]2[N:10]([CH2:22][CH3:23])[C:11]3[C:16]([C:17]=2[C:18]#[N:19])=[CH:15][CH:14]=[C:13]([O:20][CH3:21])[CH:12]=3)[CH:5]=[CH:6][C:7]=1[OH:8].C1N=CN([C:29](N2C=NC=C2)=[O:30])C=1. The catalyst is C1COCC1. The product is [CH2:22]([N:10]1[C:11]2[C:16](=[CH:15][CH:14]=[C:13]([O:20][CH3:21])[CH:12]=2)[C:17]([C:18]#[N:19])=[C:9]1[C:4]1[CH:5]=[CH:6][C:7]2[O:8][C:29](=[O:30])[NH:1][C:2]=2[CH:3]=1)[CH3:23]. The yield is 0.810.